Regression. Given two drug SMILES strings and cell line genomic features, predict the synergy score measuring deviation from expected non-interaction effect. From a dataset of NCI-60 drug combinations with 297,098 pairs across 59 cell lines. (1) Drug 1: C1CCC(C1)C(CC#N)N2C=C(C=N2)C3=C4C=CNC4=NC=N3. Drug 2: C1CN(P(=O)(OC1)NCCCl)CCCl. Cell line: UACC-257. Synergy scores: CSS=-6.73, Synergy_ZIP=1.57, Synergy_Bliss=-5.02, Synergy_Loewe=-7.48, Synergy_HSA=-7.74. (2) Drug 1: CC1=C(C(CCC1)(C)C)C=CC(=CC=CC(=CC(=O)O)C)C. Drug 2: CC12CCC3C(C1CCC2OP(=O)(O)O)CCC4=C3C=CC(=C4)OC(=O)N(CCCl)CCCl.[Na+]. Cell line: HT29. Synergy scores: CSS=13.1, Synergy_ZIP=0.133, Synergy_Bliss=1.09, Synergy_Loewe=2.77, Synergy_HSA=3.16. (3) Drug 1: C(CC(=O)O)C(=O)CN.Cl. Drug 2: C1CCC(C(C1)N)N.C(=O)(C(=O)[O-])[O-].[Pt+4]. Cell line: HL-60(TB). Synergy scores: CSS=19.6, Synergy_ZIP=-2.28, Synergy_Bliss=-6.08, Synergy_Loewe=-36.5, Synergy_HSA=-4.44. (4) Synergy scores: CSS=11.0, Synergy_ZIP=-0.207, Synergy_Bliss=1.79, Synergy_Loewe=-11.4, Synergy_HSA=-3.28. Drug 2: CC1CCC2CC(C(=CC=CC=CC(CC(C(=O)C(C(C(=CC(C(=O)CC(OC(=O)C3CCCCN3C(=O)C(=O)C1(O2)O)C(C)CC4CCC(C(C4)OC)OCCO)C)C)O)OC)C)C)C)OC. Cell line: RXF 393. Drug 1: CCC1(CC2CC(C3=C(CCN(C2)C1)C4=CC=CC=C4N3)(C5=C(C=C6C(=C5)C78CCN9C7C(C=CC9)(C(C(C8N6C=O)(C(=O)OC)O)OC(=O)C)CC)OC)C(=O)OC)O.OS(=O)(=O)O. (5) Drug 1: C1CNP(=O)(OC1)N(CCCl)CCCl. Drug 2: COCCOC1=C(C=C2C(=C1)C(=NC=N2)NC3=CC=CC(=C3)C#C)OCCOC.Cl. Cell line: SK-MEL-28. Synergy scores: CSS=2.55, Synergy_ZIP=-1.54, Synergy_Bliss=-3.68, Synergy_Loewe=-1.60, Synergy_HSA=-2.73. (6) Drug 1: C1=NC2=C(N1)C(=S)N=CN2. Drug 2: CCC1(C2=C(COC1=O)C(=O)N3CC4=CC5=C(C=CC(=C5CN(C)C)O)N=C4C3=C2)O.Cl. Cell line: NCI-H322M. Synergy scores: CSS=23.2, Synergy_ZIP=-7.61, Synergy_Bliss=-2.55, Synergy_Loewe=-6.43, Synergy_HSA=-4.11. (7) Drug 1: C1=NC2=C(N=C(N=C2N1C3C(C(C(O3)CO)O)O)F)N. Drug 2: C1=NC(=NC(=O)N1C2C(C(C(O2)CO)O)O)N. Cell line: HL-60(TB). Synergy scores: CSS=74.8, Synergy_ZIP=0.628, Synergy_Bliss=-2.26, Synergy_Loewe=-9.15, Synergy_HSA=-7.02. (8) Drug 1: C1CNP(=O)(OC1)N(CCCl)CCCl. Drug 2: C1CC(C1)(C2=CC=C(C=C2)C3=C(C=C4C(=N3)C=CN5C4=NNC5=O)C6=CC=CC=C6)N. Cell line: OVCAR3. Synergy scores: CSS=48.7, Synergy_ZIP=4.98, Synergy_Bliss=4.81, Synergy_Loewe=-20.9, Synergy_HSA=1.38. (9) Drug 1: C1CCN(CC1)CCOC2=CC=C(C=C2)C(=O)C3=C(SC4=C3C=CC(=C4)O)C5=CC=C(C=C5)O. Drug 2: C1=NC(=NC(=O)N1C2C(C(C(O2)CO)O)O)N. Cell line: MCF7. Synergy scores: CSS=11.2, Synergy_ZIP=-5.98, Synergy_Bliss=-2.72, Synergy_Loewe=-4.69, Synergy_HSA=-2.66. (10) Drug 1: CC1C(C(=O)NC(C(=O)N2CCCC2C(=O)N(CC(=O)N(C(C(=O)O1)C(C)C)C)C)C(C)C)NC(=O)C3=C4C(=C(C=C3)C)OC5=C(C(=O)C(=C(C5=N4)C(=O)NC6C(OC(=O)C(N(C(=O)CN(C(=O)C7CCCN7C(=O)C(NC6=O)C(C)C)C)C)C(C)C)C)N)C. Drug 2: CC1=C(C(CCC1)(C)C)C=CC(=CC=CC(=CC(=O)O)C)C. Cell line: HL-60(TB). Synergy scores: CSS=23.6, Synergy_ZIP=-4.69, Synergy_Bliss=-3.16, Synergy_Loewe=-17.0, Synergy_HSA=-13.9.